From a dataset of Peptide-MHC class II binding affinity with 134,281 pairs from IEDB. Regression. Given a peptide amino acid sequence and an MHC pseudo amino acid sequence, predict their binding affinity value. This is MHC class II binding data. The peptide sequence is ETAYFILKLAGRWPVKVI. The MHC is DRB1_1101 with pseudo-sequence DRB1_1101. The binding affinity (normalized) is 0.694.